This data is from Full USPTO retrosynthesis dataset with 1.9M reactions from patents (1976-2016). The task is: Predict the reactants needed to synthesize the given product. (1) The reactants are: CN(C)[CH:3]=[O:4].P(Cl)(Cl)(Cl)=O.[CH2:11]([O:13][C:14]([C:16]1[N:17]([CH2:31][CH3:32])[CH:18]=[C:19]([C:24]2[CH:29]=[CH:28][C:27]([F:30])=[CH:26][CH:25]=2)[C:20]=1[CH:21]([CH3:23])[CH3:22])=[O:15])[CH3:12]. Given the product [CH2:11]([O:13][C:14]([C:16]1[N:17]([CH2:31][CH3:32])[C:18]([CH:3]=[O:4])=[C:19]([C:24]2[CH:25]=[CH:26][C:27]([F:30])=[CH:28][CH:29]=2)[C:20]=1[CH:21]([CH3:23])[CH3:22])=[O:15])[CH3:12], predict the reactants needed to synthesize it. (2) Given the product [CH:5]1([NH:9][C:10](=[O:29])[NH:11][C:12]2[CH:13]=[CH:14][C:15]([C:18]3[S:22][C:21]([CH:23]4[CH2:49][CH2:48][CH:47]([C:50]([O:52][CH3:53])=[O:51])[CH2:46][CH2:45]4)=[N:20][CH:19]=3)=[CH:16][CH:17]=2)[CH2:4][CH2:3][CH2:8][CH2:7][CH2:6]1, predict the reactants needed to synthesize it. The reactants are: FC(F)(F)[C:3]1[CH:4]=[C:5]([NH:9][C:10](=[O:29])[NH:11][C:12]2[CH:17]=[CH:16][C:15]([C:18]3[S:22][C:21]([CH2:23]CC(OC)=O)=[N:20][CH:19]=3)=[CH:14][CH:13]=2)[CH:6]=[CH:7][CH:8]=1.NC1C=CC(C2SC(C3[CH2:49][CH2:48][CH:47]([C:50]([O:52][CH3:53])=[O:51])[CH2:46][CH2:45]3)=NC=2)=CC=1.N(C1CCCCC1)=C=O. (3) Given the product [O:30]1[CH2:31][CH2:32][CH2:33][CH2:34][CH:29]1[O:28][NH:27][C:25](/[CH:24]=[CH:23]/[C:20]1[CH:21]=[CH:22][C:17](/[CH:16]=[CH:15]/[C:14]([C:11]2[CH:10]=[CH:9][C:8]([CH2:7][O:6][S:2]([CH3:1])(=[O:4])=[O:3])=[CH:13][CH:12]=2)=[O:35])=[CH:18][CH:19]=1)=[O:26].[Cl:5][CH2:7][C:8]1[CH:13]=[CH:12][C:11]([C:14](=[O:35])/[CH:15]=[CH:16]/[C:17]2[CH:22]=[CH:21][C:20](/[CH:23]=[CH:24]/[C:25]([NH:27][O:28][CH:29]3[CH2:34][CH2:33][CH2:32][CH2:31][O:30]3)=[O:26])=[CH:19][CH:18]=2)=[CH:10][CH:9]=1, predict the reactants needed to synthesize it. The reactants are: [CH3:1][S:2]([Cl:5])(=[O:4])=[O:3].[OH:6][CH2:7][C:8]1[CH:13]=[CH:12][C:11]([C:14](=[O:35])/[CH:15]=[CH:16]/[C:17]2[CH:22]=[CH:21][C:20](/[CH:23]=[CH:24]/[C:25]([NH:27][O:28][CH:29]3[CH2:34][CH2:33][CH2:32][CH2:31][O:30]3)=[O:26])=[CH:19][CH:18]=2)=[CH:10][CH:9]=1.C([O-])(O)=O.[Na+]. (4) Given the product [F:21][C:18]1[CH:19]=[CH:20][C:15]([N:8]2[C:7]3=[C:2]([C:25]#[N:26])[CH:3]=[C:4]([N+:22]([O-:24])=[O:23])[CH:5]=[C:6]3[O:11][C:10]([CH3:13])([CH3:12])[C:9]2=[O:14])=[CH:16][CH:17]=1, predict the reactants needed to synthesize it. The reactants are: Br[C:2]1[C:7]2[N:8]([C:15]3[CH:20]=[CH:19][C:18]([F:21])=[CH:17][CH:16]=3)[C:9](=[O:14])[C:10]([CH3:13])([CH3:12])[O:11][C:6]=2[CH:5]=[C:4]([N+:22]([O-:24])=[O:23])[CH:3]=1.[CH3:25][N:26](C)C=O. (5) Given the product [CH3:15][O:16][C:17]1[CH:22]=[CH:21][CH:20]=[CH:19][C:18]=1[CH2:23][CH2:24][NH:25][C:1]([CH2:4][C:5]1[CH:6]=[C:7]([CH2:11][C:12]([OH:14])=[O:13])[CH:8]=[CH:9][CH:10]=1)=[O:3], predict the reactants needed to synthesize it. The reactants are: [C:1]([CH2:4][C:5]1[CH:6]=[C:7]([CH2:11][C:12]([OH:14])=[O:13])[CH:8]=[CH:9][CH:10]=1)([OH:3])=O.[CH3:15][O:16][C:17]1[CH:22]=[CH:21][CH:20]=[CH:19][C:18]=1[CH2:23][CH2:24][NH2:25].ON1C2C=CC=CC=2N=N1.CCN(C(C)C)C(C)C.Cl.CN(C)CCCN=C=NCC. (6) Given the product [CH3:1][N:2]1[CH:6]=[CH:5][C:4]([NH:7][C:8]([C:10]2[C:15]([NH:18][C:19]3[N:23]([CH3:24])[N:22]=[CH:21][CH:20]=3)=[CH:14][CH:13]=[C:12]([CH3:17])[N:11]=2)=[O:9])=[N:3]1, predict the reactants needed to synthesize it. The reactants are: [CH3:1][N:2]1[CH:6]=[CH:5][C:4]([NH:7][C:8]([C:10]2[C:15](Br)=[CH:14][CH:13]=[C:12]([CH3:17])[N:11]=2)=[O:9])=[N:3]1.[NH2:18][C:19]1[N:23]([CH3:24])[N:22]=[CH:21][CH:20]=1. (7) The reactants are: [N:1]1(C[OH:11])[C:5]2[CH:6]=[CH:7][CH:8]=[CH:9][C:4]=2[N:3]=[CH:2]1.[NH2:12][C:13]1[N:18]=[CH:17][N:16]=[C:15]2[N:19]([C@H:30]3[CH2:35][CH2:34][C@@H:33]([N:36]4[CH2:41][CH2:40][N:39]([CH3:42])[CH2:38][CH2:37]4)[CH2:32][CH2:31]3)[N:20]=[C:21]([C:22]3[CH:29]=[CH:28][C:25]([CH:26]=[O:27])=[CH:24][CH:23]=3)[C:14]=12. Given the product [C:26]([OH:27])(=[O:11])[CH3:25].[NH3:1].[NH2:12][C:13]1[N:18]=[CH:17][N:16]=[C:15]2[N:19]([C@H:30]3[CH2:35][CH2:34][C@@H:33]([N:36]4[CH2:41][CH2:40][N:39]([CH3:42])[CH2:38][CH2:37]4)[CH2:32][CH2:31]3)[N:20]=[C:21]([C:22]3[CH:29]=[CH:28][C:25]([CH:26]([C:2]4[NH:1][C:5]5[CH:6]=[CH:7][CH:8]=[CH:9][C:4]=5[N:3]=4)[OH:27])=[CH:24][CH:23]=3)[C:14]=12, predict the reactants needed to synthesize it.